Dataset: Full USPTO retrosynthesis dataset with 1.9M reactions from patents (1976-2016). Task: Predict the reactants needed to synthesize the given product. (1) Given the product [C:18]([O:10][C:6]1[C:7](=[O:9])[CH:8]=[C:3]([CH2:2][O:1][C:27](=[O:29])[CH2:16][CH3:17])[O:4][CH:5]=1)(=[O:21])[CH2:19][CH3:20], predict the reactants needed to synthesize it. The reactants are: [OH:1][CH2:2][C:3]1[O:4][CH:5]=[C:6]([OH:10])[C:7](=[O:9])[CH:8]=1.C(N([CH2:16][CH3:17])CC)C.[C:18](O[C:18](=[O:21])[CH2:19][CH3:20])(=[O:21])[CH2:19][CH3:20].[C:27](OCC)(=[O:29])C. (2) The reactants are: [NH2:1][C:2]1[S:3][C:4]2[CH:10]=[C:9]([S:11]([CH3:14])(=[O:13])=[O:12])[CH:8]=[CH:7][C:5]=2[N:6]=1.N1C=CC=CC=1.Cl[C:22]([O:24][C:25]1[CH:30]=[CH:29][C:28]([F:31])=[CH:27][CH:26]=1)=[O:23]. Given the product [CH3:14][S:11]([C:9]1[CH:8]=[CH:7][C:5]2[N:6]=[C:2]([NH:1][C:22](=[O:23])[O:24][C:25]3[CH:30]=[CH:29][C:28]([F:31])=[CH:27][CH:26]=3)[S:3][C:4]=2[CH:10]=1)(=[O:13])=[O:12], predict the reactants needed to synthesize it. (3) Given the product [Cl:20][C:21]1[CH:22]=[C:23]([S:28]([NH:31][C:32]2[S:33][CH:34]=[N:35][N:36]=2)(=[O:29])=[O:30])[CH:24]=[CH:25][C:26]=1[O:13][C:12]1[CH:11]=[CH:10][C:9]([C:14]2[CH:19]=[CH:18][CH:17]=[CH:16][CH:15]=2)=[CH:8][C:7]=1[C:4]1[CH:5]=[CH:6][N:1]=[N:2][CH:3]=1, predict the reactants needed to synthesize it. The reactants are: [N:1]1[CH:6]=[CH:5][C:4]([C:7]2[CH:8]=[C:9]([C:14]3[CH:19]=[CH:18][CH:17]=[CH:16][CH:15]=3)[CH:10]=[CH:11][C:12]=2[OH:13])=[CH:3][N:2]=1.[Cl:20][C:21]1[CH:22]=[C:23]([S:28]([N:31](CC2C=CC(OC)=CC=2OC)[C:32]2[S:33][CH:34]=[N:35][N:36]=2)(=[O:30])=[O:29])[CH:24]=[CH:25][C:26]=1F.C(=O)([O-])[O-].[K+].[K+]. (4) Given the product [Br:1][C:2]1[CH:7]=[N:6][C:5]([C:8]2[CH:9]=[CH:10][C:11](=[O:14])[N:12]([CH2:31][C:32]#[C:33][CH2:34][CH2:35][CH2:36][CH2:37][CH2:38][CH2:39][CH3:40])[N:13]=2)=[N:4][CH:3]=1, predict the reactants needed to synthesize it. The reactants are: [Br:1][C:2]1[CH:3]=[N:4][C:5]([C:8]2[CH:9]=[CH:10][C:11](=[O:14])[NH:12][N:13]=2)=[N:6][CH:7]=1.C(=O)([O-])[O-].[K+].[K+].CN(C=O)C.CS(O[CH2:31][C:32]#[C:33][CH2:34][CH2:35][CH2:36][CH2:37][CH2:38][CH2:39][CH3:40])(=O)=O. (5) Given the product [F:1][C:2]([F:24])([F:23])[O:3][C:4]1[CH:5]=[C:6]([C:10]2[C:14]3[CH:15]=[C:16]([C:19]([NH:26][NH2:27])=[O:20])[CH:17]=[CH:18][C:13]=3[O:12][CH:11]=2)[CH:7]=[CH:8][CH:9]=1, predict the reactants needed to synthesize it. The reactants are: [F:1][C:2]([F:24])([F:23])[O:3][C:4]1[CH:5]=[C:6]([C:10]2[C:14]3[CH:15]=[C:16]([C:19](OC)=[O:20])[CH:17]=[CH:18][C:13]=3[O:12][CH:11]=2)[CH:7]=[CH:8][CH:9]=1.O.[NH2:26][NH2:27]. (6) Given the product [C:1]([O:5][C:6](=[O:38])[NH:7][C@H:8]([C:30]([N:32]1[CH2:36][CH2:35][C@H:34]([F:37])[CH2:33]1)=[O:31])[C@H:9]([C:15]1[CH:20]=[CH:19][C:18]([OH:39])=[CH:17][CH:16]=1)[C:10]([N:12]([CH3:14])[CH3:13])=[O:11])([CH3:3])([CH3:2])[CH3:4], predict the reactants needed to synthesize it. The reactants are: [C:1]([O:5][C:6](=[O:38])[NH:7][C@H:8]([C:30]([N:32]1[CH2:36][CH2:35][C@H:34]([F:37])[CH2:33]1)=[O:31])[C@H:9]([C:15]1[CH:20]=[CH:19][C:18](B2OC(C)(C)C(C)(C)O2)=[CH:17][CH:16]=1)[C:10]([N:12]([CH3:14])[CH3:13])=[O:11])([CH3:4])([CH3:3])[CH3:2].[OH:39]O.[OH-].[Na+].Cl. (7) Given the product [C:23]([Si:27]([CH3:37])([CH3:36])[O:28][CH2:29][CH2:30][CH2:31][CH2:32][CH2:33][CH:34]([OH:35])[CH:14]([CH2:15][CH2:16][CH2:17][CH2:18][CH2:19][CH3:20])[C:13]([OH:22])=[O:21])([CH3:26])([CH3:25])[CH3:24], predict the reactants needed to synthesize it. The reactants are: C([Li])CCC.C(NC(C)C)(C)C.[C:13]([OH:22])(=[O:21])[CH2:14][CH2:15][CH2:16][CH2:17][CH2:18][CH2:19][CH3:20].[C:23]([Si:27]([CH3:37])([CH3:36])[O:28][CH2:29][CH2:30][CH2:31][CH2:32][CH2:33][CH:34]=[O:35])([CH3:26])([CH3:25])[CH3:24].[Cl-].[NH4+]. (8) Given the product [CH3:15][N:16]1[C:11](=[O:12])[C:10]2[CH:9]=[CH:8][S:7][C:6]=2[C:4]([CH2:3][CH:2]([CH3:14])[CH3:1])=[N:17]1, predict the reactants needed to synthesize it. The reactants are: [CH3:1][CH:2]([CH3:14])[CH2:3][C:4]([C:6]1[S:7][CH:8]=[CH:9][C:10]=1[C:11](O)=[O:12])=O.[CH3:15][NH:16][NH2:17].